The task is: Predict which catalyst facilitates the given reaction.. This data is from Catalyst prediction with 721,799 reactions and 888 catalyst types from USPTO. (1) Reactant: C1N=CN(C(N2C=NC=C2)=O)C=1.[CH2:13]([O:18][CH2:19][CH2:20][O:21][C:22]1[CH:30]=[CH:29][C:25]([C:26](O)=[O:27])=[CH:24][C:23]=1[C:31]([F:34])([F:33])[F:32])[CH2:14][CH2:15][CH2:16][CH3:17].[NH2:35][NH2:36]. Product: [CH2:13]([O:18][CH2:19][CH2:20][O:21][C:22]1[CH:30]=[CH:29][C:25]([C:26]([NH:35][NH2:36])=[O:27])=[CH:24][C:23]=1[C:31]([F:34])([F:33])[F:32])[CH2:14][CH2:15][CH2:16][CH3:17]. The catalyst class is: 220. (2) Reactant: [NH2:1][CH2:2][C:3]1[CH:17]=[CH:16][C:6]([C:7]([NH:9][C:10]2[CH:11]=[N:12][CH:13]=[CH:14][CH:15]=2)=[O:8])=[C:5]([F:18])[CH:4]=1.[C:19]([C:23]1[CH:28]=[CH:27][C:26]([S:29](Cl)(=[O:31])=[O:30])=[CH:25][CH:24]=1)([CH3:22])([CH3:21])[CH3:20]. Product: [C:19]([C:23]1[CH:28]=[CH:27][C:26]([S:29]([NH:1][CH2:2][C:3]2[CH:17]=[CH:16][C:6]([C:7]([NH:9][C:10]3[CH:11]=[N:12][CH:13]=[CH:14][CH:15]=3)=[O:8])=[C:5]([F:18])[CH:4]=2)(=[O:31])=[O:30])=[CH:25][CH:24]=1)([CH3:22])([CH3:20])[CH3:21]. The catalyst class is: 17. (3) Reactant: [O:1]1[CH2:6][CH2:5][N:4]([CH2:7][CH2:8][CH2:9][N:10]([CH2:26][C:27]2[CH:36]=[CH:35][C:30]([C:31]([O:33]C)=[O:32])=[CH:29][CH:28]=2)[C:11]([NH:13][C@H:14]([C:16]2[C:25]3[C:20](=[CH:21][CH:22]=[CH:23][CH:24]=3)[CH:19]=[CH:18][CH:17]=2)[CH3:15])=[O:12])[CH2:3][CH2:2]1.[OH-].[Li+].O. Product: [O:1]1[CH2:6][CH2:5][N:4]([CH2:7][CH2:8][CH2:9][N:10]([CH2:26][C:27]2[CH:28]=[CH:29][C:30]([C:31]([OH:33])=[O:32])=[CH:35][CH:36]=2)[C:11]([NH:13][C@H:14]([C:16]2[C:25]3[C:20](=[CH:21][CH:22]=[CH:23][CH:24]=3)[CH:19]=[CH:18][CH:17]=2)[CH3:15])=[O:12])[CH2:3][CH2:2]1. The catalyst class is: 87. (4) Reactant: [NH:1]1[CH2:5][CH2:4][CH2:3][CH2:2]1.[CH2:6]([O:13][N:14]1[C:19](=[O:20])[C:18]2[CH:21]=[C:22]([F:26])[C:23](Cl)=[N:24][C:17]=2[N:16]([C:27]2[CH:32]=[CH:31][C:30]([O:33][CH3:34])=[CH:29][CH:28]=2)[C:15]1=[O:35])[C:7]1[CH:12]=[CH:11][CH:10]=[CH:9][CH:8]=1.C(N(CC)CC)C. Product: [CH2:6]([O:13][N:14]1[C:19](=[O:20])[C:18]2[CH:21]=[C:22]([F:26])[C:23]([N:1]3[CH2:5][CH2:4][CH2:3][CH2:2]3)=[N:24][C:17]=2[N:16]([C:27]2[CH:28]=[CH:29][C:30]([O:33][CH3:34])=[CH:31][CH:32]=2)[C:15]1=[O:35])[C:7]1[CH:12]=[CH:11][CH:10]=[CH:9][CH:8]=1. The catalyst class is: 10. (5) Reactant: [NH2:1][C:2]1[CH:7]=[C:6]([CH:8]([CH3:10])[CH3:9])[CH:5]=[CH:4][C:3]=1[CH2:11][CH2:12][NH:13][C:14](=[O:20])[O:15][C:16]([CH3:19])([CH3:18])[CH3:17].N1C=CC=CC=1.Cl[C:28](=[O:34])[C:29]([O:31][CH2:32][CH3:33])=[O:30].O. Product: [C:16]([O:15][C:14]([NH:13][CH2:12][CH2:11][C:3]1[CH:4]=[CH:5][C:6]([CH:8]([CH3:9])[CH3:10])=[CH:7][C:2]=1[NH:1][C:28](=[O:34])[C:29]([O:31][CH2:32][CH3:33])=[O:30])=[O:20])([CH3:18])([CH3:17])[CH3:19]. The catalyst class is: 96.